Predict the reactants needed to synthesize the given product. From a dataset of Full USPTO retrosynthesis dataset with 1.9M reactions from patents (1976-2016). (1) Given the product [Br:5][C:6]1[CH:25]=[CH:24][C:9]2[O:10][CH2:11][CH:12]([C:44]#[N:45])[C:13]3[S:17][C:16]([C:18]([O:20][CH2:21][CH3:22])=[O:19])=[N:15][C:14]=3[C:8]=2[CH:7]=1, predict the reactants needed to synthesize it. The reactants are: S(Cl)(Cl)=O.[Br:5][C:6]1[CH:25]=[CH:24][C:9]2[O:10][CH2:11][CH:12](O)[C:13]3[S:17][C:16]([C:18]([O:20][CH2:21][CH3:22])=[O:19])=[N:15][C:14]=3[C:8]=2[CH:7]=1.C1OCCOCCOCCOCCOCCOC1.[C-:44]#[N:45].[K+]. (2) Given the product [C:20]([O:23][CH:12]1[C:13]([Cl:19])=[C:14]([O:17][CH3:18])[C:15](=[O:16])[N:11]1[C:7]1[CH:6]=[C:5]([C:1]([CH3:4])([CH3:2])[CH3:3])[N:9]([CH3:10])[N:8]=1)(=[O:22])[CH3:21], predict the reactants needed to synthesize it. The reactants are: [C:1]([C:5]1[N:9]([CH3:10])[N:8]=[C:7]([N:11]2[C:15](=[O:16])[C:14]([O:17][CH3:18])=[C:13]([Cl:19])[CH2:12]2)[CH:6]=1)([CH3:4])([CH3:3])[CH3:2].[C:20]([O:23]C(=O)C)(=[O:22])[CH3:21].C(OCC)C.O. (3) Given the product [CH2:32]([Sn:14]([CH2:10][CH2:11][CH2:12][CH3:13])([CH2:28][CH2:29][CH2:30][CH3:31])[C:2]1[CH:9]=[CH:8][C:5]([C:6]#[N:7])=[CH:4][N:3]=1)[CH2:33][CH2:34][CH3:35], predict the reactants needed to synthesize it. The reactants are: Br[C:2]1[CH:9]=[CH:8][C:5]([C:6]#[N:7])=[CH:4][N:3]=1.[CH2:10]([Sn:14]([CH2:32][CH2:33][CH2:34][CH3:35])([CH2:28][CH2:29][CH2:30][CH3:31])[Sn:14]([CH2:28][CH2:29][CH2:30][CH3:31])([CH2:32][CH2:33][CH2:34][CH3:35])[CH2:10][CH2:11][CH2:12][CH3:13])[CH2:11][CH2:12][CH3:13]. (4) Given the product [ClH:1].[N:2]12[CH2:11][CH:6]3[CH2:7][CH:8]([CH2:10][CH:4]([C@@H:5]3[NH:12][C:22]([C:19]3[CH:20]=[CH:21][C:16]4[N:15]=[CH:14][S:13][C:17]=4[CH:18]=3)=[O:23])[CH2:3]1)[CH2:9]2, predict the reactants needed to synthesize it. The reactants are: [ClH:1].[N:2]12[CH2:11][CH:6]3[CH2:7][CH:8]([CH2:10][CH:4]([C@@H:5]3[NH2:12])[CH2:3]1)[CH2:9]2.[S:13]1[C:17]2[CH:18]=[C:19]([C:22](O)=[O:23])[CH:20]=[CH:21][C:16]=2[N:15]=[CH:14]1.N. (5) Given the product [Cl:23][C:6]1[C:7]([C:9]2[NH:10][C:11](=[O:22])[N:12]([CH:14]3[CH2:19][CH2:18][C:17]([CH3:20])([CH3:21])[CH2:16][CH2:15]3)[N:13]=2)=[CH:8][C:3]([CH2:2][NH:1][C:25](=[O:30])[C:26]([CH3:29])([CH3:28])[CH3:27])=[C:4]([F:24])[CH:5]=1, predict the reactants needed to synthesize it. The reactants are: [NH2:1][CH2:2][C:3]1[C:4]([F:24])=[CH:5][C:6]([Cl:23])=[C:7]([C:9]2[NH:10][C:11](=[O:22])[N:12]([CH:14]3[CH2:19][CH2:18][C:17]([CH3:21])([CH3:20])[CH2:16][CH2:15]3)[N:13]=2)[CH:8]=1.[C:25](Cl)(=[O:30])[C:26]([CH3:29])([CH3:28])[CH3:27].